Dataset: Reaction yield outcomes from USPTO patents with 853,638 reactions. Task: Predict the reaction yield, written as a fraction of the theoretical maximum amount of product (1.0 means a 100% yield; for example, 0.34 means a 34% yield). (1) The reactants are [N:1]1([C:7]([O:9][C:10]([CH3:13])([CH3:12])[CH3:11])=[O:8])[CH2:6][CH2:5][NH:4][CH2:3][CH2:2]1.[NH2:14][C:15]1[CH:16]=[C:17]([C:21]2[CH:26]=[CH:25][C:24]([C:27](O)=[O:28])=[CH:23][CH:22]=2)[CH:18]=[CH:19][CH:20]=1.CCN(C(C)C)C(C)C.CN(C(ON1N=NC2C=CC=CC1=2)=[N+](C)C)C.F[P-](F)(F)(F)(F)F. The catalyst is CN(C=O)C.O. The product is [NH2:14][C:15]1[CH:16]=[C:17]([C:21]2[CH:26]=[CH:25][C:24]([C:27]([N:4]3[CH2:5][CH2:6][N:1]([C:7]([O:9][C:10]([CH3:13])([CH3:12])[CH3:11])=[O:8])[CH2:2][CH2:3]3)=[O:28])=[CH:23][CH:22]=2)[CH:18]=[CH:19][CH:20]=1. The yield is 0.630. (2) The reactants are [C:1]([C:5]1[C:13]2[C:8](=[CH:9][CH:10]=[C:11]([N+:14]([O-])=O)[CH:12]=2)[NH:7][CH:6]=1)([CH3:4])([CH3:3])[CH3:2]. The catalyst is CO.[Ni]. The product is [C:1]([C:5]1[C:13]2[C:8](=[CH:9][CH:10]=[C:11]([NH2:14])[CH:12]=2)[NH:7][CH:6]=1)([CH3:4])([CH3:2])[CH3:3]. The yield is 0.190. (3) The reactants are [N:1]12[CH2:6][CH:5]1[CH2:4][CH2:3][S:2]2(=[O:8])=[O:7].[OH2:9].[C:10]1(C)C=CC(S(O)(=O)=O)=CC=1. The catalyst is CO. The product is [CH3:10][O:9][CH:5]1[CH2:4][CH2:3][S:2](=[O:8])(=[O:7])[NH:1][CH2:6]1. The yield is 0.750.